This data is from Reaction yield outcomes from USPTO patents with 853,638 reactions. The task is: Predict the reaction yield, written as a fraction of the theoretical maximum amount of product (1.0 means a 100% yield; for example, 0.34 means a 34% yield). (1) The reactants are [NH:1]1[C:9]2[C:4](=[CH:5][CH:6]=[CH:7][CH:8]=2)[C:3]([CH2:10][N:11]2[CH2:16][CH2:15][CH2:14][C:13]3([CH2:21][CH2:20][N:19]([C:22]4[N:27]=[C:26]([CH3:28])[CH:25]=[C:24]([CH3:29])[N:23]=4)[CH2:18][CH2:17]3)[C:12]2=[O:30])=[CH:2]1.[H-].[Na+].[CH3:33]I. The catalyst is O. The product is [CH3:29][C:24]1[CH:25]=[C:26]([CH3:28])[N:27]=[C:22]([N:19]2[CH2:18][CH2:17][C:13]3([C:12](=[O:30])[N:11]([CH2:10][C:3]4[C:4]5[C:9](=[CH:8][CH:7]=[CH:6][CH:5]=5)[N:1]([CH3:33])[CH:2]=4)[CH2:16][CH2:15][CH2:14]3)[CH2:21][CH2:20]2)[N:23]=1. The yield is 0.250. (2) The yield is 0.500. The product is [F:18][C@H:16]1[CH2:17][C@H:15]1[C:13]([NH:12][C:7]1[N:8]=[CH:9][C:10]2[C:5]([CH:6]=1)=[CH:4][N:3]=[C:2]([C:21]1[CH:22]=[N:23][CH:24]=[CH:25][C:20]=1[CH3:19])[CH:11]=2)=[O:14]. The reactants are Cl[C:2]1[CH:11]=[C:10]2[C:5]([CH:6]=[C:7]([NH:12][C:13]([C@@H:15]3[CH2:17][C@@H:16]3[F:18])=[O:14])[N:8]=[CH:9]2)=[CH:4][N:3]=1.[CH3:19][C:20]1[CH:25]=[CH:24][N:23]=[CH:22][C:21]=1B(O)O.C(=O)([O-])[O-].[Na+].[Na+]. The catalyst is C(#N)C.C(OCC)(=O)C.CC(P(C(C)(C)C)C1C=CC(N(C)C)=CC=1)(C)C.CC(P(C(C)(C)C)C1C=CC(N(C)C)=CC=1)(C)C.Cl[Pd]Cl. (3) The reactants are Br[CH2:2][C:3]1[C:4]([N+:15]([O-:17])=[O:16])=[C:5]([CH:12]=[CH:13][CH:14]=1)[C:6]([N:8]([O:10][CH3:11])[CH3:9])=[O:7].C(=O)([O-])[O-:19].[Ca+2].O. The catalyst is O1CCOCC1. The product is [OH:19][CH2:2][C:3]1[C:4]([N+:15]([O-:17])=[O:16])=[C:5]([CH:12]=[CH:13][CH:14]=1)[C:6]([N:8]([O:10][CH3:11])[CH3:9])=[O:7]. The yield is 0.780.